Dataset: Reaction yield outcomes from USPTO patents with 853,638 reactions. Task: Predict the reaction yield, written as a fraction of the theoretical maximum amount of product (1.0 means a 100% yield; for example, 0.34 means a 34% yield). (1) The reactants are [C:1]1([C:7]23[CH2:14][N:13]([C:15]([O:17][CH2:18][C:19]4[CH:24]=[CH:23][CH:22]=[CH:21][CH:20]=4)=[O:16])[CH2:12][CH:11]2[CH2:10][O:9][NH:8]3)[CH:6]=[CH:5][CH:4]=[CH:3][CH:2]=1.C(OCC)(=O)C. The catalyst is C(O)(=O)C.[Zn]. The product is [NH2:8][C:7]1([C:1]2[CH:6]=[CH:5][CH:4]=[CH:3][CH:2]=2)[CH:11]([CH2:10][OH:9])[CH2:12][N:13]([C:15]([O:17][CH2:18][C:19]2[CH:20]=[CH:21][CH:22]=[CH:23][CH:24]=2)=[O:16])[CH2:14]1. The yield is 0.990. (2) The reactants are [CH3:1][C:2]1[O:6][N:5]=[C:4]([C:7]2[CH:12]=[CH:11][CH:10]=[CH:9][CH:8]=2)[C:3]=1[CH2:13][O:14][C:15]1[N:20]=[CH:19][C:18]([NH2:21])=[CH:17][CH:16]=1.[CH3:22][O:23][C:24]([C:26](Cl)=[O:27])=[O:25]. No catalyst specified. The product is [CH3:22][O:23][C:24](=[O:25])[C:26]([NH:21][C:18]1[CH:19]=[N:20][C:15]([O:14][CH2:13][C:3]2[C:4]([C:7]3[CH:12]=[CH:11][CH:10]=[CH:9][CH:8]=3)=[N:5][O:6][C:2]=2[CH3:1])=[CH:16][CH:17]=1)=[O:27]. The yield is 0.600. (3) The reactants are [Br:1][C:2]1[CH:17]=[CH:16][C:5]2[N:6]=[C:7]([O:9][CH:10]3[CH2:15][CH2:14][NH:13][CH2:12][CH2:11]3)[S:8][C:4]=2[CH:3]=1.Cl[C:19]1[N:24]=[CH:23][C:22]([CH2:25][CH2:26][CH3:27])=[CH:21][N:20]=1.C(=O)([O-])[O-].[K+].[K+]. The catalyst is CN(C=O)C.O. The product is [Br:1][C:2]1[CH:17]=[CH:16][C:5]2[N:6]=[C:7]([O:9][CH:10]3[CH2:11][CH2:12][N:13]([C:19]4[N:24]=[CH:23][C:22]([CH2:25][CH2:26][CH3:27])=[CH:21][N:20]=4)[CH2:14][CH2:15]3)[S:8][C:4]=2[CH:3]=1. The yield is 0.860.